This data is from Full USPTO retrosynthesis dataset with 1.9M reactions from patents (1976-2016). The task is: Predict the reactants needed to synthesize the given product. Given the product [CH2:32]([O:31][C:29]1[N:30]=[C:23]([CH:11]2[CH2:10][CH:9]([C:6]3[CH:7]=[CH:8][C:3]([CH2:1][CH3:2])=[C:4]([F:26])[CH:5]=3)[CH2:14][N:13]([C:15]([N:17]3[CH2:22][CH2:21][S:20][CH2:19][CH2:18]3)=[O:16])[CH2:12]2)[O:24][N:28]=1)[CH3:33], predict the reactants needed to synthesize it. The reactants are: [CH2:1]([C:3]1[CH:8]=[CH:7][C:6]([CH:9]2[CH2:14][N:13]([C:15]([N:17]3[CH2:22][CH2:21][S:20][CH2:19][CH2:18]3)=[O:16])[CH2:12][CH:11]([C:23](O)=[O:24])[CH2:10]2)=[CH:5][C:4]=1[F:26])[CH3:2].O[N:28]=[C:29]([O:31][CH2:32][CH3:33])[NH2:30].CN(C(ON1N=NC2C=CC=NC1=2)=[N+](C)C)C.F[P-](F)(F)(F)(F)F.C(N(CC)C(C)C)(C)C.